Dataset: Catalyst prediction with 721,799 reactions and 888 catalyst types from USPTO. Task: Predict which catalyst facilitates the given reaction. (1) Reactant: [Cl:1][C:2]1[CH:11]=[CH:10][C:5]([C:6]([NH:8][NH2:9])=[O:7])=[CH:4][CH:3]=1.[CH2:12]([N:15]=[C:16]=[O:17])[CH:13]=[CH2:14].C(OCC)C. Product: [Cl:1][C:2]1[CH:11]=[CH:10][C:5]([C:6]([NH:8][NH:9][C:16]([NH:15][CH2:12][CH:13]=[CH2:14])=[O:17])=[O:7])=[CH:4][CH:3]=1. The catalyst class is: 1. (2) Reactant: C1([NH2+]C2CCCCC2)CCCCC1.[C:14]([O:18][C:19]([NH:21][C@@H:22]([CH2:26][CH2:27][CH2:28][CH2:29][CH2:30][CH:31]=[CH2:32])[C:23]([O-:25])=O)=[O:20])([CH3:17])([CH3:16])[CH3:15].C(Cl)(=O)C(C)(C)C.[CH2:40]([O:42][C:43]([C@@:45]1([NH:50][C:51]([C@H:53]2[NH:57][CH2:56][C@H:55]([O:58][C:59]([N:61]3[CH2:69][C:68]4[C:63](=[CH:64][CH:65]=[CH:66][C:67]=4[F:70])[CH2:62]3)=[O:60])[CH2:54]2)=[O:52])[CH2:47][C@H:46]1[CH:48]=[CH2:49])=[O:44])[CH3:41]. Product: [C:14]([O:18][C:19]([NH:21][C@@H:22]([CH2:26][CH2:27][CH2:28][CH2:29][CH2:30][CH:31]=[CH2:32])[C:23]([N:57]1[C@H:53]([C:51](=[O:52])[NH:50][C@:45]2([C:43]([O:42][CH2:40][CH3:41])=[O:44])[CH2:47][C@H:46]2[CH:48]=[CH2:49])[CH2:54][C@@H:55]([O:58][C:59]([N:61]2[CH2:69][C:68]3[C:63](=[CH:64][CH:65]=[CH:66][C:67]=3[F:70])[CH2:62]2)=[O:60])[CH2:56]1)=[O:25])=[O:20])([CH3:15])([CH3:16])[CH3:17]. The catalyst class is: 1. (3) Reactant: [CH2:1]=[CH:2][CH:3]=[CH2:4].[CH2:5]=[CH:6][C:7]1[CH:12]=[CH:11][CH:10]=[CH:9][CH:8]=1.C([O-])(=O)CCCCCCC/C=C\CCCCCCCC.[K+].O=C[C@@H]([C@H]([C@@H]([C@@H](CO)O)O)O)O.[O-]P(OP([O-])([O-])=O)(=O)[O-].[Na+].[Na+].[Na+].[Na+].S(=O)(=O)(O)O. Product: [CH2:1]=[CH:2][CH:3]=[CH2:4].[CH2:5]=[CH:6][C:7]1[CH:12]=[CH:11][CH:10]=[CH:9][CH:8]=1. The catalyst class is: 6. (4) Reactant: [OH:1][C@H:2]([CH2:24][N:25]([CH2:37][CH:38]([CH3:40])[CH3:39])[S:26]([C:29]1[CH:34]=[CH:33][C:32]([O:35][CH3:36])=[CH:31][CH:30]=1)(=[O:28])=[O:27])[C@@H:3]([NH:11][C:12](=[O:23])[O:13][C@H:14]1[CH2:22][C@H:17]2[O:18][CH2:19][C:20](=[O:21])[C@H:16]2[CH2:15]1)[CH2:4][C:5]1[CH:10]=[CH:9][CH:8]=[CH:7][CH:6]=1.[BH4-].[Na+].[NH4+].[Cl-]. Product: [OH:1][C@H:2]([CH2:24][N:25]([CH2:37][CH:38]([CH3:40])[CH3:39])[S:26]([C:29]1[CH:30]=[CH:31][C:32]([O:35][CH3:36])=[CH:33][CH:34]=1)(=[O:28])=[O:27])[C@@H:3]([NH:11][C:12](=[O:23])[O:13][C@H:14]1[CH2:22][C@H:17]2[O:18][CH2:19][C@@H:20]([OH:21])[C@H:16]2[CH2:15]1)[CH2:4][C:5]1[CH:6]=[CH:7][CH:8]=[CH:9][CH:10]=1. The catalyst class is: 14. (5) Reactant: [CH3:1][O:2][C:3](=[O:21])[C:4]1[CH:9]=[C:8]([O:10]COC)[C:7]([CH2:14][CH:15]=[CH2:16])=[C:6]([O:17]COC)[CH:5]=1.Cl. Product: [CH3:1][O:2][C:3](=[O:21])[C:4]1[CH:5]=[C:6]([OH:17])[C:7]([CH2:14][CH:15]=[CH2:16])=[C:8]([OH:10])[CH:9]=1. The catalyst class is: 5.